The task is: Regression. Given two drug SMILES strings and cell line genomic features, predict the synergy score measuring deviation from expected non-interaction effect.. This data is from Merck oncology drug combination screen with 23,052 pairs across 39 cell lines. (1) Drug 1: N#Cc1ccc(Cn2cncc2CN2CCN(c3cccc(Cl)c3)C(=O)C2)cc1. Drug 2: COC1CC2CCC(C)C(O)(O2)C(=O)C(=O)N2CCCCC2C(=O)OC(C(C)CC2CCC(OP(C)(C)=O)C(OC)C2)CC(=O)C(C)C=C(C)C(O)C(OC)C(=O)C(C)CC(C)C=CC=CC=C1C. Cell line: SW620. Synergy scores: synergy=28.7. (2) Drug 1: C=CCn1c(=O)c2cnc(Nc3ccc(N4CCN(C)CC4)cc3)nc2n1-c1cccc(C(C)(C)O)n1. Drug 2: CNC(=O)c1cc(Oc2ccc(NC(=O)Nc3ccc(Cl)c(C(F)(F)F)c3)cc2)ccn1. Cell line: HT29. Synergy scores: synergy=-7.32. (3) Drug 1: CC(=O)OC1C(=O)C2(C)C(O)CC3OCC3(OC(C)=O)C2C(OC(=O)c2ccccc2)C2(O)CC(OC(=O)C(O)C(NC(=O)c3ccccc3)c3ccccc3)C(C)=C1C2(C)C. Drug 2: Cn1c(=O)n(-c2ccc(C(C)(C)C#N)cc2)c2c3cc(-c4cnc5ccccc5c4)ccc3ncc21. Cell line: NCIH520. Synergy scores: synergy=10.4.